Dataset: Full USPTO retrosynthesis dataset with 1.9M reactions from patents (1976-2016). Task: Predict the reactants needed to synthesize the given product. (1) Given the product [CH:1]1([C@H:7]([NH:12][C:13]([C:15]2[N:16]=[C:17]([C:33]3[CH:34]=[CH:35][C:36]([O:39][CH3:40])=[CH:37][CH:38]=3)[S:18][C:19]=2[NH:20][C:21]([NH:23][C:24]2[C:25]([CH3:32])=[CH:26][C:27]([CH3:31])=[CH:28][C:29]=2[CH3:30])=[O:22])=[O:14])[C:8]([OH:10])=[O:9])[CH2:6][CH2:5][CH2:4][CH2:3][CH2:2]1, predict the reactants needed to synthesize it. The reactants are: [CH:1]1([C@H:7]([NH:12][C:13]([C:15]2[N:16]=[C:17]([C:33]3[CH:38]=[CH:37][C:36]([O:39][CH3:40])=[CH:35][CH:34]=3)[S:18][C:19]=2[NH:20][C:21]([NH:23][C:24]2[C:29]([CH3:30])=[CH:28][C:27]([CH3:31])=[CH:26][C:25]=2[CH3:32])=[O:22])=[O:14])[C:8]([O:10]C)=[O:9])[CH2:6][CH2:5][CH2:4][CH2:3][CH2:2]1.[OH-].[Li+].Cl. (2) The reactants are: [F:1][C:2]1[C:30]([N:31]2[CH2:36][CH2:35][NH:34][CH2:33][CH2:32]2)=[CH:29][C:5]2[N:6]([CH2:17][C:18]3[CH:23]=[CH:22][C:21]([O:24][C:25]([F:28])([F:27])[F:26])=[CH:20][CH:19]=3)[C:7]([CH2:9][O:10][C:11]3[CH:16]=[CH:15][CH:14]=[CH:13][CH:12]=3)=[N:8][C:4]=2[CH:3]=1.[C:37](Cl)(=[O:39])[CH3:38]. Given the product [F:1][C:2]1[C:30]([N:31]2[CH2:36][CH2:35][N:34]([C:37](=[O:39])[CH3:38])[CH2:33][CH2:32]2)=[CH:29][C:5]2[N:6]([CH2:17][C:18]3[CH:19]=[CH:20][C:21]([O:24][C:25]([F:26])([F:27])[F:28])=[CH:22][CH:23]=3)[C:7]([CH2:9][O:10][C:11]3[CH:12]=[CH:13][CH:14]=[CH:15][CH:16]=3)=[N:8][C:4]=2[CH:3]=1, predict the reactants needed to synthesize it. (3) Given the product [Cl:1][C:2]1[C:3]2[C:10]([I:18])=[CH:9][NH:8][C:4]=2[N:5]=[CH:6][N:7]=1, predict the reactants needed to synthesize it. The reactants are: [Cl:1][C:2]1[C:3]2[CH:10]=[CH:9][NH:8][C:4]=2[N:5]=[CH:6][N:7]=1.C1C(=O)N([I:18])C(=O)C1.